This data is from Full USPTO retrosynthesis dataset with 1.9M reactions from patents (1976-2016). The task is: Predict the reactants needed to synthesize the given product. The reactants are: [CH3:1][O:2][N-]C.[C:5]1([Mg]Br)[CH:10]=[CH:9][CH:8]=[CH:7][CH:6]=1.Cl.CCO[CH2:17][CH3:18]. Given the product [CH:18]1([C:1]([C:5]2[CH:10]=[CH:9][CH:8]=[CH:7][CH:6]=2)=[O:2])[CH2:17][CH2:7][CH:6]=[CH:5][CH2:10][CH2:9]1, predict the reactants needed to synthesize it.